This data is from Forward reaction prediction with 1.9M reactions from USPTO patents (1976-2016). The task is: Predict the product of the given reaction. (1) Given the reactants [Cl:1][C:2]1[CH:10]=[CH:9][C:8]([N:11]([CH3:20])[S:12]([C:15]2[S:16][CH:17]=[CH:18][CH:19]=2)(=[O:14])=[O:13])=[C:7]2[C:3]=1[CH:4]=[C:5]([C:21](=[S:23])[NH2:22])[NH:6]2.Br[CH:25]([CH:28]=O)[CH:26]=[O:27].CN(C)C(=O)C, predict the reaction product. The product is: [Cl:1][C:2]1[CH:10]=[CH:9][C:8]([N:11]([CH3:20])[S:12]([C:15]2[S:16][CH:17]=[CH:18][CH:19]=2)(=[O:14])=[O:13])=[C:7]2[C:3]=1[CH:4]=[C:5]([C:21]1[S:23][C:25]([CH2:26][OH:27])=[CH:28][N:22]=1)[NH:6]2. (2) Given the reactants [N:1]1([C:12](=[O:13])[C:11]2[N:10]([CH2:14][C:15]([OH:17])=O)[CH:9]=[N:8][C:7]=2[N:5]([CH3:6])[C:3]1=[O:4])[CH3:2].[C:18]([C:20]1[CH:28]=[CH:27][C:23]([CH2:24][CH2:25][NH2:26])=[CH:22][CH:21]=1)#[N:19], predict the reaction product. The product is: [C:18]([C:20]1[CH:28]=[CH:27][C:23]([CH2:24][CH2:25][NH:26][C:15](=[O:17])[CH2:14][N:10]2[C:11]3[C:12](=[O:13])[N:1]([CH3:2])[C:3](=[O:4])[N:5]([CH3:6])[C:7]=3[N:8]=[CH:9]2)=[CH:22][CH:21]=1)#[N:19]. (3) Given the reactants [CH:1]1([CH:4]([O:12][CH2:13][CH:14]=[N:15][OH:16])[CH2:5]/[CH:6]=[CH:7]/[C:8]([O:10][CH3:11])=[O:9])[CH2:3][CH2:2]1.C1([C@@H]2OCC3=NOC[C@@H]3C2)CC1, predict the reaction product. The product is: [CH:1]1([C@@H:4]2[O:12][CH2:13][C:14]3=[N:15][O:16][C@@H:7]([C:8]([O:10][CH3:11])=[O:9])[C@@H:6]3[CH2:5]2)[CH2:2][CH2:3]1. (4) Given the reactants N1C=CC=CC=1.[C:7](Cl)(=[O:15])[O:8][C:9]1[CH:14]=[CH:13][CH:12]=[CH:11][CH:10]=1.[CH2:17]([O:19][C:20]1[N:25]=[C:24]([NH2:26])[CH:23]=[N:22][CH:21]=1)[CH3:18], predict the reaction product. The product is: [CH2:17]([O:19][C:20]1[N:25]=[C:24]([NH:26][C:7](=[O:15])[O:8][C:9]2[CH:14]=[CH:13][CH:12]=[CH:11][CH:10]=2)[CH:23]=[N:22][CH:21]=1)[CH3:18].